From a dataset of Forward reaction prediction with 1.9M reactions from USPTO patents (1976-2016). Predict the product of the given reaction. (1) Given the reactants [Cl:1][C:2]1[CH:16]=[CH:15][C:5]([CH2:6][S:7][CH:8]([C:12](=O)[CH3:13])[C:9](=O)[CH3:10])=[CH:4][CH:3]=1.O.[NH2:18][NH2:19].O, predict the reaction product. The product is: [Cl:1][C:2]1[CH:16]=[CH:15][C:5]([CH2:6][S:7][C:8]2[C:12]([CH3:13])=[N:18][NH:19][C:9]=2[CH3:10])=[CH:4][CH:3]=1. (2) The product is: [CH3:22][CH2:23][C@@:24]1([OH:47])[C:29](=[O:30])[O:28][CH2:27][C:26]2[C:31]([N:33]3[C:45](=[CH:46][C:25]1=2)[C:44]1[N:43]=[C:42]2[C:37]([CH:38]=[CH:39][CH:40]=[CH:41]2)=[CH:36][C:35]=1[CH2:34]3)=[O:32].[NH2:8][CH2:9][C:10]([O-:12])=[O:11]. Given the reactants CC(OC([NH:8][CH2:9][C:10]([OH:12])=[O:11])=O)(C)C.C(N=C=NC(C)C)(C)C.[CH3:22][CH2:23][C@@:24]1([OH:47])[C:29](=[O:30])[O:28][CH2:27][C:26]2[C:31]([N:33]3[C:45](=[CH:46][C:25]1=2)[C:44]1[N:43]=[C:42]2[C:37]([CH:38]=[CH:39][CH:40]=[CH:41]2)=[CH:36][C:35]=1[CH2:34]3)=[O:32], predict the reaction product. (3) Given the reactants [CH3:1][O:2][C:3](=[O:21])[C:4]1[CH:9]=[C:8]([C:10](=O)[CH3:11])[C:7]([C:13]([F:16])([F:15])[F:14])=[CH:6][C:5]=1[NH:17][C:18](=[O:20])[CH3:19].[CH2:22]([O:24][C:25](=[O:28])[NH:26][NH2:27])[CH3:23].CC1C=CC(S(N)(=O)=O)=CC=1, predict the reaction product. The product is: [CH3:1][O:2][C:3](=[O:21])[C:4]1[CH:9]=[C:8]([C:10](=[N:27][NH:26][C:25]([O:24][CH2:22][CH3:23])=[O:28])[CH3:11])[C:7]([C:13]([F:16])([F:15])[F:14])=[CH:6][C:5]=1[NH:17][C:18](=[O:20])[CH3:19]. (4) Given the reactants [Cl:1][C:2]1[CH:3]=[C:4]([C:8]2[N:9]=[C:10]([C:23]([O:25]CC)=O)[S:11][C:12]=2[C:13]2[CH:18]=[CH:17][C:16](=[O:19])[N:15]([CH:20]([CH3:22])[CH3:21])[N:14]=2)[CH:5]=[CH:6][CH:7]=1.[CH:28]([NH2:31])([CH3:30])[CH3:29], predict the reaction product. The product is: [Cl:1][C:2]1[CH:3]=[C:4]([C:8]2[N:9]=[C:10]([C:23]([NH:31][CH:28]([CH3:30])[CH3:29])=[O:25])[S:11][C:12]=2[C:13]2[CH:18]=[CH:17][C:16](=[O:19])[N:15]([CH:20]([CH3:22])[CH3:21])[N:14]=2)[CH:5]=[CH:6][CH:7]=1. (5) Given the reactants Cl[C:2](OC1C=CC([N+]([O-])=O)=CC=1)=[O:3].N1C=CC=CC=1.[NH2:20][C:21]1[CH:26]=[CH:25][C:24]([N:27]2[CH2:32][CH2:31][O:30][CH2:29][C:28]2=[O:33])=[CH:23][CH:22]=1.[Cl-].[Cl:35][C:36]1[CH:41]=[CH:40][C:39]([NH:42][C:43]([C@H:45]2[CH2:49][CH2:48][CH2:47][NH2+:46]2)=[O:44])=[CH:38][CH:37]=1.C(N(C(C)C)C(C)C)C, predict the reaction product. The product is: [Cl:35][C:36]1[CH:37]=[CH:38][C:39]([NH:42][C:43]([C@H:45]2[CH2:49][CH2:48][CH2:47][N:46]2[C:2]([NH:20][C:21]2[CH:22]=[CH:23][C:24]([N:27]3[CH2:32][CH2:31][O:30][CH2:29][C:28]3=[O:33])=[CH:25][CH:26]=2)=[O:3])=[O:44])=[CH:40][CH:41]=1. (6) Given the reactants [CH3:1][O:2][C:3]1[CH:8]=[CH:7][C:6]([S:9]([C:12]2[CH:13]=[CH:14][C:15]3[O:24][C:23]4[CH2:22][CH2:21][N:20](C(OC(C)(C)C)=O)[CH2:19][C:18]=4[C:16]=3[CH:17]=2)(=[O:11])=[O:10])=[CH:5][CH:4]=1.[ClH:32], predict the reaction product. The product is: [ClH:32].[CH3:1][O:2][C:3]1[CH:8]=[CH:7][C:6]([S:9]([C:12]2[CH:13]=[CH:14][C:15]3[O:24][C:23]4[CH2:22][CH2:21][NH:20][CH2:19][C:18]=4[C:16]=3[CH:17]=2)(=[O:11])=[O:10])=[CH:5][CH:4]=1. (7) Given the reactants [Si]([O:8][CH2:9][CH2:10][NH:11][C@:12]12[CH2:47][CH2:46][C@@H:45]([C:48]([CH3:50])=[CH2:49])[C@@H:13]1[C@@H:14]1[C@@:27]([CH3:30])([CH2:28][CH2:29]2)[C@@:26]2([CH3:31])[C@@H:17]([C@:18]3([CH3:44])[C@@H:23]([CH2:24][CH2:25]2)[C:22]([CH3:33])([CH3:32])[C:21]([C:34]2[CH:43]=[CH:42][C:37]([C:38]([O:40][CH3:41])=[O:39])=[CH:36][CH:35]=2)=[CH:20][CH2:19]3)[CH2:16][CH2:15]1)(C(C)(C)C)(C)C.CCCC[N+](CCCC)(CCCC)CCCC.[F-], predict the reaction product. The product is: [OH:8][CH2:9][CH2:10][NH:11][C@:12]12[CH2:47][CH2:46][C@@H:45]([C:48]([CH3:50])=[CH2:49])[C@@H:13]1[C@@H:14]1[C@@:27]([CH3:30])([CH2:28][CH2:29]2)[C@@:26]2([CH3:31])[C@@H:17]([C@:18]3([CH3:44])[C@@H:23]([CH2:24][CH2:25]2)[C:22]([CH3:33])([CH3:32])[C:21]([C:34]2[CH:35]=[CH:36][C:37]([C:38]([O:40][CH3:41])=[O:39])=[CH:42][CH:43]=2)=[CH:20][CH2:19]3)[CH2:16][CH2:15]1.